From a dataset of Catalyst prediction with 721,799 reactions and 888 catalyst types from USPTO. Predict which catalyst facilitates the given reaction. (1) Reactant: N1C=CN=C1.[I:6]I.C1(P(C2C=CC=CC=2)C2C=CC=CC=2)C=CC=CC=1.[F:27][C@@H:28]([CH2:38]O)[CH2:29][NH:30][C:31](=[O:37])[O:32][C:33]([CH3:36])([CH3:35])[CH3:34]. Product: [F:27][C@@H:28]([CH2:38][I:6])[CH2:29][NH:30][C:31](=[O:37])[O:32][C:33]([CH3:36])([CH3:35])[CH3:34]. The catalyst class is: 2. (2) Reactant: [C:1]([CH2:3][CH:4]([CH:27]1[CH2:31][CH2:30][N:29](C(OCC2C=CC=CC=2)=O)[CH2:28]1)[N:5]1[CH:9]=[C:8]([C:10]2[C:11]3[CH:18]=[CH:17][N:16]([CH2:19][O:20][CH2:21][CH2:22][Si:23]([CH3:26])([CH3:25])[CH3:24])[C:12]=3[N:13]=[CH:14][N:15]=2)[CH:7]=[N:6]1)#[N:2]. Product: [NH:29]1[CH2:30][CH2:31][CH:27]([CH:4]([N:5]2[CH:9]=[C:8]([C:10]3[C:11]4[CH:18]=[CH:17][N:16]([CH2:19][O:20][CH2:21][CH2:22][Si:23]([CH3:24])([CH3:26])[CH3:25])[C:12]=4[N:13]=[CH:14][N:15]=3)[CH:7]=[N:6]2)[CH2:3][C:1]#[N:2])[CH2:28]1. The catalyst class is: 19. (3) Reactant: [OH:1][CH2:2][CH2:3][O:4][C:5](=[O:17])[CH2:6][O:7][C:8]1[CH:13]=[CH:12][C:11]([N+:14]([O-])=O)=[CH:10][CH:9]=1. Product: [OH:1][CH2:2][CH2:3][O:4][C:5](=[O:17])[CH2:6][O:7][C:8]1[CH:13]=[CH:12][C:11]([NH2:14])=[CH:10][CH:9]=1. The catalyst class is: 78. (4) Reactant: [C:1]([O-:9])(=[O:8])[C:2]1[CH:7]=[CH:6][CH:5]=[N:4][CH:3]=1.[OH-].[Na+].O1CCCC1. Product: [C:1]([OH:9])(=[O:8])[C:2]1[CH:7]=[CH:6][CH:5]=[N:4][CH:3]=1. The catalyst class is: 5. (5) Reactant: [CH2:1]([O:8][C:9]([N:11]([CH3:18])[CH2:12][C:13]([O:15]CC)=[O:14])=[O:10])[C:2]1[CH:7]=[CH:6][CH:5]=[CH:4][CH:3]=1.C1COCC1.[Li+].[OH-].Cl. Product: [CH2:1]([O:8][C:9]([N:11]([CH3:18])[CH2:12][C:13]([OH:15])=[O:14])=[O:10])[C:2]1[CH:3]=[CH:4][CH:5]=[CH:6][CH:7]=1. The catalyst class is: 5. (6) Product: [CH2:13]([O:12][C:10]([NH:9][C@H:4]([CH2:3][NH:2][C:31](=[O:32])[CH2:30][CH2:29][CH2:28][Cl:27])[C:5]([O:7][CH3:8])=[O:6])=[O:11])[C:14]1[CH:15]=[CH:16][CH:17]=[CH:18][CH:19]=1. Reactant: Cl.[NH2:2][CH2:3][C@@H:4]([NH:9][C:10]([O:12][CH2:13][C:14]1[CH:19]=[CH:18][CH:17]=[CH:16][CH:15]=1)=[O:11])[C:5]([O:7][CH3:8])=[O:6].CCN(CC)CC.[Cl:27][CH2:28][CH2:29][CH2:30][C:31](Cl)=[O:32]. The catalyst class is: 5. (7) Reactant: O[CH:2]1[C:6]2[CH:7]=[C:8]([CH3:19])[CH:9]=[C:10]([C:11]([CH3:18])([CH3:17])[CH2:12][C:13]([CH3:16])([CH3:15])[CH3:14])[C:5]=2[O:4][C:3]1=[O:20].S(Cl)(Cl)=O.Cl. Product: [CH3:19][C:8]1[CH:9]=[C:10]([C:11]([CH3:18])([CH3:17])[CH2:12][C:13]([CH3:15])([CH3:14])[CH3:16])[C:5]2[O:4][C:3](=[O:20])[C:2](=[C:2]3[C:6]4[CH:7]=[C:8]([CH3:19])[CH:9]=[C:10]([C:11]([CH3:18])([CH3:17])[CH2:12][C:13]([CH3:15])([CH3:14])[CH3:16])[C:5]=4[O:4][C:3]3=[O:20])[C:6]=2[CH:7]=1. The catalyst class is: 588.